Dataset: Full USPTO retrosynthesis dataset with 1.9M reactions from patents (1976-2016). Task: Predict the reactants needed to synthesize the given product. (1) Given the product [CH3:1][C:2]([CH3:18])([CH3:17])[CH2:3][C:4]1[CH:5]=[CH:6][C:7]([N:12]2[CH:16]=[CH:15][N:14]=[CH:13]2)=[C:8]([CH:11]=1)[CH2:9][NH2:10], predict the reactants needed to synthesize it. The reactants are: [CH3:1][C:2]([CH3:18])([CH3:17])[CH2:3][C:4]1[CH:5]=[CH:6][C:7]([N:12]2[CH:16]=[CH:15][N:14]=[CH:13]2)=[C:8]([CH:11]=1)[C:9]#[N:10]. (2) Given the product [C:29]1([S:26]([N:19]2[C:20]3[C:16](=[C:15]([CH2:13][OH:12])[CH:23]=[CH:22][C:21]=3[O:24][CH3:25])[CH:17]=[CH:18]2)(=[O:28])=[O:27])[CH:30]=[CH:31][CH:32]=[CH:33][CH:34]=1, predict the reactants needed to synthesize it. The reactants are: [H-].C([Al+]CC(C)C)C(C)C.C[O:12][C:13]([C:15]1[C:16]2[CH:17]=[CH:18][N:19]([S:26]([C:29]3[CH:34]=[CH:33][CH:32]=[CH:31][CH:30]=3)(=[O:28])=[O:27])[C:20]=2[C:21]([O:24][CH3:25])=[CH:22][CH:23]=1)=O. (3) Given the product [Cl:10][C:6]1[C:7]([C:8]#[N:9])=[C:2]([C:31]2[CH:32]=[N:33][C:28]([C:26]([N:25]([CH3:37])[CH3:24])=[O:27])=[CH:29][CH:30]=2)[C:3]([O:21][CH2:22][CH3:23])=[C:4]([CH:11]([NH:13][C:14](=[O:20])[O:15][C:16]([CH3:19])([CH3:18])[CH3:17])[CH3:12])[CH:5]=1, predict the reactants needed to synthesize it. The reactants are: Br[C:2]1[C:3]([O:21][CH2:22][CH3:23])=[C:4]([CH:11]([NH:13][C:14](=[O:20])[O:15][C:16]([CH3:19])([CH3:18])[CH3:17])[CH3:12])[CH:5]=[C:6]([Cl:10])[C:7]=1[C:8]#[N:9].[CH3:24][N:25]([CH3:37])[C:26]([C:28]1[N:33]=[CH:32][C:31](B(O)O)=[CH:30][CH:29]=1)=[O:27].C(=O)([O-])[O-].[K+].[K+]. (4) Given the product [CH2:7]([NH:10][C:11](=[O:20])[O:12][CH2:13][C:14]1[CH:19]=[CH:18][CH:17]=[CH:16][CH:15]=1)[CH:8]=[CH2:9], predict the reactants needed to synthesize it. The reactants are: C([O-])([O-])=O.[K+].[K+].[CH2:7]([NH2:10])[CH:8]=[CH2:9].[C:11](Cl)(=[O:20])[O:12][CH2:13][C:14]1[CH:19]=[CH:18][CH:17]=[CH:16][CH:15]=1. (5) Given the product [C:1]([C:3]1([NH:6][C:7]([C@@H:9]2[CH2:13][C@@H:12]([S:14]([C:17]3[CH:22]=[CH:21][C:20]([C:41]4[CH:40]=[N:39][CH:38]=[C:37]([Cl:36])[N:42]=4)=[CH:19][C:18]=3[C:24]([F:27])([F:26])[F:25])(=[O:16])=[O:15])[CH2:11][C@H:10]2[C:28]([N:30]2[CH2:33][C:32]([F:35])([F:34])[CH2:31]2)=[O:29])=[O:8])[CH2:5][CH2:4]1)#[N:2], predict the reactants needed to synthesize it. The reactants are: [C:1]([C:3]1([NH:6][C:7]([C@@H:9]2[CH2:13][C@@H:12]([S:14]([C:17]3[CH:22]=[CH:21][C:20](Br)=[CH:19][C:18]=3[C:24]([F:27])([F:26])[F:25])(=[O:16])=[O:15])[CH2:11][C@H:10]2[C:28]([N:30]2[CH2:33][C:32]([F:35])([F:34])[CH2:31]2)=[O:29])=[O:8])[CH2:5][CH2:4]1)#[N:2].[Cl:36][C:37]1[N:42]=[CH:41][CH:40]=[N:39][CH:38]=1.